Task: Predict the product of the given reaction.. Dataset: Forward reaction prediction with 1.9M reactions from USPTO patents (1976-2016) (1) Given the reactants O[CH:2]1[CH2:11][CH2:10][CH2:9][C:8]2[CH:7]=[C:6]([O:12][C:13]3[CH:21]=[CH:20][C:16]([C:17]([NH2:19])=[O:18])=[CH:15][N:14]=3)[CH:5]=[CH:4][C:3]1=2.O=S(Cl)[Cl:24], predict the reaction product. The product is: [Cl:24][CH:2]1[CH2:11][CH2:10][CH2:9][C:8]2[CH:7]=[C:6]([O:12][C:13]3[CH:21]=[CH:20][C:16]([C:17]([NH2:19])=[O:18])=[CH:15][N:14]=3)[CH:5]=[CH:4][C:3]1=2. (2) Given the reactants F[C:2]1[CH:3]=[C:4]([CH:7]=[C:8]([N:10]2[CH2:15][CH2:14][C:13]3[N:16]=[C:17]([C:19]4[CH:24]=[CH:23][CH:22]=[CH:21][N:20]=4)[O:18][C:12]=3[CH2:11]2)[CH:9]=1)[C:5]#[N:6].BrC1C=C(C#N)C=C(C=1)[C:31]#[N:32], predict the reaction product. The product is: [N:20]1[CH:21]=[CH:22][CH:23]=[CH:24][C:19]=1[C:17]1[O:18][C:12]2[CH2:11][N:10]([C:8]3[CH:9]=[C:2]([C:31]#[N:32])[CH:3]=[C:4]([CH:7]=3)[C:5]#[N:6])[CH2:15][CH2:14][C:13]=2[N:16]=1. (3) Given the reactants N1C2[C:6](=[CH:7][CH:8]=CC=2)[C:4](=O)[C:2]1=O.[F:12][C:13]1[CH:14]=[CH:15][CH:16]=[C:17]2[C:21]=1[NH:20][C:19](=[O:22])[C:18]2=[O:23], predict the reaction product. The product is: [F:12][C:13]1[CH:14]=[CH:15][CH:16]=[C:17]2[C:21]=1[N:20]([CH2:2][CH2:4][CH2:6][CH2:7][CH3:8])[C:19](=[O:22])[C:18]2=[O:23]. (4) Given the reactants N[C:2](N)=S.C[C:6]1([CH:13]=[CH:12][CH:11]=[CH:10][CH2:9]1)[CH2:7]Br.C[S:15]([C:18]1[CH2:22][C:21]([CH3:24])([CH3:23])[O:20][N:19]=1)(=O)=O.C(=O)([O-])[O-].[K+].[K+], predict the reaction product. The product is: [CH3:23][C:21]1([CH3:24])[O:20][N:19]=[C:18]([S:15][CH:7]([C:6]2[CH:9]=[CH:10][CH:11]=[CH:12][CH:13]=2)[CH3:2])[CH2:22]1. (5) Given the reactants [CH2:1]([N:3]([CH2:11][C:12]1[CH:13]=[N:14][CH:15]=[C:16]([C:19]2[CH:20]=[C:21]3[C:25](=[CH:26][CH:27]=2)[N:24]([CH:28]2[CH2:33][CH2:32][CH2:31][CH2:30][O:29]2)[N:23]=[C:22]3[C:34]2[NH:35][C:36]([C:39]([NH:41][CH2:42][C:43]3C=NC=CC=3)=[O:40])=[CH:37][N:38]=2)[C:17]=1[CH3:18])[C:4](=[O:10])[O:5][C:6]([CH3:9])([CH3:8])[CH3:7])[CH3:2].[C:49](OC(N(CC1C(C)=C(C2C=C3C(=CC=2)N(C2CCCCO2)N=C3C2NC(C(O)=O)=CN=2)C=NC=1)CC)=O)(C)(C)[CH3:50].CCN(CC)CC.C(NCC)C.CN(C(ON1N=NC2C=CC=NC1=2)=[N+](C)C)C.F[P-](F)(F)(F)(F)F, predict the reaction product. The product is: [CH2:42]([N:41]([CH2:49][CH3:50])[C:39]([C:36]1[NH:35][C:34]([C:22]2[C:21]3[C:25](=[CH:26][CH:27]=[C:19]([C:16]4[C:17]([CH3:18])=[C:12]([CH2:11][N:3]([CH2:1][CH3:2])[C:4](=[O:10])[O:5][C:6]([CH3:8])([CH3:9])[CH3:7])[CH:13]=[N:14][CH:15]=4)[CH:20]=3)[N:24]([CH:28]3[CH2:33][CH2:32][CH2:31][CH2:30][O:29]3)[N:23]=2)=[N:38][CH:37]=1)=[O:40])[CH3:43]. (6) Given the reactants [CH2:1]([N:4]1[C:16]2[C:15]3[CH:14]=[CH:13][CH:12]=[CH:11][C:10]=3[N:9]=[C:8]([Cl:17])[C:7]=2[N:6]=[C:5]1[CH2:18][O:19][CH2:20][CH3:21])[CH:2]=[CH2:3].Cl.[CH2:23]([NH:30][OH:31])[C:24]1[CH:29]=[CH:28][CH:27]=[CH:26][CH:25]=1.C=O.[C:34](=O)(O)[O-].[Na+], predict the reaction product. The product is: [CH2:23]([N:30]1[CH2:34][CH2:3][CH:2]([CH2:1][N:4]2[C:16]3[C:15]4[CH:14]=[CH:13][CH:12]=[CH:11][C:10]=4[N:9]=[C:8]([Cl:17])[C:7]=3[N:6]=[C:5]2[CH2:18][O:19][CH2:20][CH3:21])[O:31]1)[C:24]1[CH:29]=[CH:28][CH:27]=[CH:26][CH:25]=1. (7) The product is: [CH3:1][C:2]1([CH3:20])[C:6]([CH3:8])([CH3:7])[O:5][B:4]([C:27]2[CH2:32][CH2:31][CH:30]([CH2:33][C:34]([O:36][CH2:37][CH3:38])=[O:35])[CH2:29][CH:28]=2)[O:3]1. Given the reactants [CH3:1][C:2]1([CH3:20])[C:6]([CH3:8])([CH3:7])[O:5][B:4](C2CC3(CC(C(OC)=O)C3)C=2)[O:3]1.FC(F)(F)S(O[C:27]1[CH2:32][CH2:31][CH:30]([CH2:33][C:34]([O:36][CH2:37][CH3:38])=[O:35])[CH2:29][CH:28]=1)(=O)=O, predict the reaction product. (8) Given the reactants [CH3:1][O:2][CH2:3][C:4]1([C:12]([CH:15]([CH3:17])[CH3:16])([CH3:14])[CH3:13])[CH2:9][O:8][C:7]([CH3:11])([CH3:10])[O:6][CH2:5]1.[CH2:18](OCC)C.C[Mg]I, predict the reaction product. The product is: [C:7]([O:8][CH2:9][C:4]([CH2:3][O:2][CH3:1])([C:12]([CH3:14])([CH3:13])[CH:15]([CH3:17])[CH3:16])[CH2:5][OH:6])([CH3:18])([CH3:11])[CH3:10]. (9) The product is: [C:49]([O:48][C:47]([NH:46][C@H:41]1[CH2:42][C@@H:43]([CH3:45])[CH2:44][N:39]([C:38]2[CH:37]=[CH:36][N:35]=[CH:34][C:33]=2[NH:32][C:29]([C:13]2[C:12]([NH:11][C:9](=[O:10])[O:8][CH2:1][C:2]3[CH:7]=[CH:6][CH:5]=[CH:4][CH:3]=3)=[CH:21][C:20]3[C:15](=[CH:16][C:17]([N:22]4[CH2:27][CH2:26][CH2:25][CH2:24][C:23]4=[O:28])=[CH:18][CH:19]=3)[N:14]=2)=[O:30])[CH2:40]1)=[O:53])([CH3:50])([CH3:51])[CH3:52]. Given the reactants [CH2:1]([O:8][C:9]([NH:11][C:12]1[C:13]([C:29](O)=[O:30])=[N:14][C:15]2[C:20]([CH:21]=1)=[CH:19][CH:18]=[C:17]([N:22]1[CH2:27][CH2:26][CH2:25][CH2:24][C:23]1=[O:28])[CH:16]=2)=[O:10])[C:2]1[CH:7]=[CH:6][CH:5]=[CH:4][CH:3]=1.[NH2:32][C:33]1[CH:34]=[N:35][CH:36]=[CH:37][C:38]=1[N:39]1[CH2:44][C@H:43]([CH3:45])[CH2:42][C@H:41]([NH:46][C:47](=[O:53])[O:48][C:49]([CH3:52])([CH3:51])[CH3:50])[CH2:40]1.CN(C(ON1N=NC2C=CC=NC1=2)=[N+](C)C)C.F[P-](F)(F)(F)(F)F.CCN(C(C)C)C(C)C, predict the reaction product. (10) Given the reactants [N:1]([CH:4]([C:10]1[N:14]([CH2:15][C:16]2[CH:21]=[CH:20][C:19]([O:22][CH3:23])=[CH:18][CH:17]=2)[N:13]=[CH:12][CH:11]=1)[CH:5]([CH2:8][CH3:9])[CH2:6][CH3:7])=[N+]=[N-], predict the reaction product. The product is: [CH2:8]([CH:5]([CH2:6][CH3:7])[CH:4]([NH2:1])[C:10]1[N:14]([CH2:15][C:16]2[CH:17]=[CH:18][C:19]([O:22][CH3:23])=[CH:20][CH:21]=2)[N:13]=[CH:12][CH:11]=1)[CH3:9].